Dataset: Reaction yield outcomes from USPTO patents with 853,638 reactions. Task: Predict the reaction yield, written as a fraction of the theoretical maximum amount of product (1.0 means a 100% yield; for example, 0.34 means a 34% yield). (1) The reactants are C[Si]([N-][Si](C)(C)C)(C)C.[Li+].[N:11]1[CH:16]=[CH:15][C:14]([CH3:17])=[CH:13][CH:12]=1.[O:18]1[CH:22]=[CH:21][CH:20]=[C:19]1[C:23](OCC)=[O:24].CCCCCC. The catalyst is O1CCCC1. The product is [O:18]1[CH:22]=[CH:21][CH:20]=[C:19]1[C:23](=[O:24])[CH2:17][C:14]1[CH:15]=[CH:16][N:11]=[CH:12][CH:13]=1. The yield is 0.700. (2) The reactants are C([O:3][C:4](=[O:32])[C:5]1[CH:10]=[CH:9][CH:8]=[C:7]([N:11]2[C:15]([CH3:16])=[CH:14][CH:13]=[C:12]2[C:17]2[CH:22]=[CH:21][CH:20]=[CH:19][C:18]=2[O:23][CH2:24][C:25]2[CH:30]=[CH:29][C:28]([Cl:31])=[CH:27][CH:26]=2)[CH:6]=1)C.[OH-].[Na+]. The catalyst is CCO. The product is [Cl:31][C:28]1[CH:27]=[CH:26][C:25]([CH2:24][O:23][C:18]2[CH:19]=[CH:20][CH:21]=[CH:22][C:17]=2[C:12]2[N:11]([C:7]3[CH:6]=[C:5]([CH:10]=[CH:9][CH:8]=3)[C:4]([OH:32])=[O:3])[C:15]([CH3:16])=[CH:14][CH:13]=2)=[CH:30][CH:29]=1. The yield is 1.00. (3) The reactants are [C:1]([O:5][C:6]([N:8]1[CH2:14][CH2:13][CH2:12][C:11]2[C:15]([OH:24])=[N:16][C:17]([N:19]([CH2:22][CH3:23])[CH2:20][CH3:21])=[N:18][C:10]=2[CH2:9]1)=[O:7])([CH3:4])([CH3:3])[CH3:2].CCN(CC)CC.[S:32](O[S:32]([C:35]([F:38])([F:37])[F:36])(=[O:34])=[O:33])([C:35]([F:38])([F:37])[F:36])(=[O:34])=[O:33]. The catalyst is C(Cl)Cl.O. The product is [C:1]([O:5][C:6]([N:8]1[CH2:14][CH2:13][CH2:12][C:11]2[C:15]([O:24][S:32]([C:35]([F:38])([F:37])[F:36])(=[O:34])=[O:33])=[N:16][C:17]([N:19]([CH2:20][CH3:21])[CH2:22][CH3:23])=[N:18][C:10]=2[CH2:9]1)=[O:7])([CH3:3])([CH3:4])[CH3:2]. The yield is 0.950. (4) The reactants are [C:1]([C:5]1[CH:10]=[CH:9][C:8]([N+:11]([O-])=O)=[CH:7][C:6]=1[S:14]([NH2:17])(=[O:16])=[O:15])([CH3:4])([CH3:3])[CH3:2].O.O.Cl[Sn]Cl.C([O-])(O)=O.[Na+]. The catalyst is CCO.CCOC(C)=O.O. The product is [C:1]([C:5]1[CH:10]=[CH:9][C:8]([NH2:11])=[CH:7][C:6]=1[S:14]([NH2:17])(=[O:15])=[O:16])([CH3:4])([CH3:2])[CH3:3]. The yield is 1.00. (5) The reactants are [OH:1][C:2]1[CH:11]=[C:10]2[C:5]([CH2:6][CH2:7][C:8](=[O:12])[NH:9]2)=[CH:4][CH:3]=1.C(=O)([O-])[O-].[K+].[K+]. The catalyst is CC#N.CCOC(C)=O. The product is [CH2:6]([O:1][C:2]1[CH:11]=[C:10]2[C:5]([CH2:6][CH2:7][C:8](=[O:12])[NH:9]2)=[CH:4][CH:3]=1)[C:5]1[CH:10]=[CH:11][CH:2]=[CH:3][CH:4]=1. The yield is 0.750. (6) The reactants are CN(C)C=O.Cl[CH2:7][CH2:8][O:9][C:10]1[CH:19]=[C:18]2[C:13]([C:14]([O:20][C:21]3[C:22]([CH3:31])=[N:23][C:24]4[C:29]([CH:30]=3)=[CH:28][CH:27]=[CH:26][CH:25]=4)=[CH:15][CH:16]=[N:17]2)=[CH:12][C:11]=1[O:32][CH3:33].[C:34](=[O:37])([O-])[O-:35].[K+].[K+].[CH3:40][C:41]1([CH3:49])[CH2:46][C:45](=[O:47])[NH:44]C(=O)[CH2:42]1. The catalyst is O. The product is [CH3:33][O:32][C:11]1[CH:12]=[C:13]2[C:18](=[CH:19][C:10]=1[O:9][CH2:8][CH2:7][NH:44][C:45]([CH2:46][C:41]([CH3:49])([CH3:42])[CH2:40][C:34]([OH:35])=[O:37])=[O:47])[N:17]=[CH:16][CH:15]=[C:14]2[O:20][C:21]1[C:22]([CH3:31])=[N:23][C:24]2[C:29]([CH:30]=1)=[CH:28][CH:27]=[CH:26][CH:25]=2. The yield is 0.0500. (7) The reactants are [F:1][C:2]([F:24])([F:23])[CH:3]([C:14]1[CH:19]=[C:18]([Cl:20])[C:17]([Cl:21])=[C:16]([Cl:22])[CH:15]=1)/[CH:4]=[CH:5]/[C:6]1[CH:11]=[CH:10][C:9]([NH:12][NH2:13])=[CH:8][CH:7]=1.CCN(C(C)C)C(C)C.C1C=CC2N(O)N=NC=2C=1.O.CCN=C=NCCCN(C)C.Cl.[CH:57]1([C:60](Cl)=[O:61])[CH2:59][CH2:58]1. The catalyst is C(Cl)Cl.C([O-])(O)=O.[Na+]. The product is [F:24][C:2]([F:1])([F:23])[CH:3]([C:14]1[CH:15]=[C:16]([Cl:22])[C:17]([Cl:21])=[C:18]([Cl:20])[CH:19]=1)/[CH:4]=[CH:5]/[C:6]1[CH:11]=[CH:10][C:9]([NH:12][NH:13][C:60]([CH:57]2[CH2:59][CH2:58]2)=[O:61])=[CH:8][CH:7]=1. The yield is 0.550. (8) The yield is 0.320. The product is [O:18]=[C:3]1[NH:4][C:5](=[S:17])[N:6]([C:9]2[CH:10]=[C:11]([CH:14]=[CH:15][CH:16]=2)[C:12]#[N:13])[C:7]2[N:8]=[CH:19][NH:1][C:2]1=2. The catalyst is CS(C)=O. The reactants are [NH2:1][C:2]1[C:3](=[O:18])[NH:4][C:5](=[S:17])[N:6]([C:9]2[CH:10]=[C:11]([CH:14]=[CH:15][CH:16]=2)[C:12]#[N:13])[C:7]=1[NH2:8].[C:19](O)(=O)C.C(N)=N. (9) The reactants are C[O:2][C:3]([C:5]1[S:6][C:7]([C:27]2[CH:32]=[CH:31][CH:30]=[C:29]([F:33])[CH:28]=2)=[CH:8][C:9]=1[N:10]([C:14]([CH:16]1[CH2:21][CH2:20][CH:19]([CH3:22])[CH2:18][CH:17]1[O:23]C(=O)C)=[O:15])[CH:11]([CH3:13])[CH3:12])=[O:4].O[Li].O. The product is [F:33][C:29]1[CH:28]=[C:27]([C:7]2[S:6][C:5]([C:3]([OH:4])=[O:2])=[C:9]([N:10]([C:14]([CH:16]3[CH2:21][CH2:20][CH:19]([CH3:22])[CH2:18][CH:17]3[OH:23])=[O:15])[CH:11]([CH3:12])[CH3:13])[CH:8]=2)[CH:32]=[CH:31][CH:30]=1. The catalyst is C1COCC1.CO.O. The yield is 0.580. (10) The reactants are [CH3:1][C:2]([CH3:17])([CH3:16])[CH:3]([OH:15])[CH2:4][O:5][C:6]1[C:7](Cl)=[N:8][C:9]([Cl:13])=[N:10][C:11]=1[Cl:12].C(N(CC)CC)C.[NH:25]1[CH2:30][CH2:29][O:28][CH2:27][CH2:26]1. No catalyst specified. The product is [Cl:13][C:9]1[N:10]=[C:11]([Cl:12])[C:6]([O:5][CH2:4][CH:3]([OH:15])[C:2]([CH3:1])([CH3:17])[CH3:16])=[C:7]([N:25]2[CH2:30][CH2:29][O:28][CH2:27][CH2:26]2)[N:8]=1. The yield is 0.770.